This data is from Reaction yield outcomes from USPTO patents with 853,638 reactions. The task is: Predict the reaction yield, written as a fraction of the theoretical maximum amount of product (1.0 means a 100% yield; for example, 0.34 means a 34% yield). (1) The reactants are [CH3:1][N:2](C(ON1N=NC2C=CC=CC1=2)=[N+](C)C)C.[B-](F)(F)(F)F.C(N(CC)CC)C.[Cl:30][C:31]1[CH:36]=[CH:35][CH:34]=[C:33]([Cl:37])[C:32]=1[C:38]1[C:42]([CH2:43][O:44][C:45]2[N:50]=[C:49]([C:51]([F:54])([F:53])[F:52])[C:48]([N:55]([CH2:57][C:58]3[CH:66]=[CH:65][C:61]([C:62](O)=[O:63])=[CH:60][CH:59]=3)[CH3:56])=[CH:47][CH:46]=2)=[C:41]([CH:67]([CH3:69])[CH3:68])[O:40][N:39]=1.CC1(C)[O:75][CH:74](NC)[CH2:73][O:72]1. The catalyst is C(#N)C. The product is [Cl:37][C:33]1[CH:34]=[CH:35][CH:36]=[C:31]([Cl:30])[C:32]=1[C:38]1[C:42]([CH2:43][O:44][C:45]2[N:50]=[C:49]([C:51]([F:52])([F:53])[F:54])[C:48]([N:55]([CH2:57][C:58]3[CH:66]=[CH:65][C:61]([C:62]([NH:2][CH2:1][CH:74]([OH:75])[CH2:73][OH:72])=[O:63])=[CH:60][CH:59]=3)[CH3:56])=[CH:47][CH:46]=2)=[C:41]([CH:67]([CH3:69])[CH3:68])[O:40][N:39]=1. The yield is 0.470. (2) The reactants are [Cl:1][C:2]1[C:7]([N+:8]([O-])=O)=[CH:6][CH:5]=[CH:4][N:3]=1.[Br-].[CH2:12]1COC[CH2:13]1. No catalyst specified. The product is [Cl:1][C:2]1[N:3]=[CH:4][CH:5]=[C:6]2[CH:13]=[CH:12][NH:8][C:7]=12. The yield is 0.370. (3) The reactants are [CH2:1]1[C:9]2[C:4](=[CH:5][CH:6]=[CH:7][CH:8]=2)[CH2:3][CH:2]1[NH:10][C:11]1[CH:12]=[C:13]2[C:18](=[CH:19][CH:20]=1)[N:17]=[C:16]([CH3:21])[C:15]([C:22]([O:24]C(C)(C)C)=[O:23])=[C:14]2[C:29]1[CH:34]=[CH:33][CH:32]=[CH:31][CH:30]=1. The catalyst is C(O)(C(F)(F)F)=O. The product is [CH2:1]1[C:9]2[C:4](=[CH:5][CH:6]=[CH:7][CH:8]=2)[CH2:3][CH:2]1[NH:10][C:11]1[CH:12]=[C:13]2[C:18](=[CH:19][CH:20]=1)[N:17]=[C:16]([CH3:21])[C:15]([C:22]([OH:24])=[O:23])=[C:14]2[C:29]1[CH:34]=[CH:33][CH:32]=[CH:31][CH:30]=1. The yield is 0.890. (4) The reactants are [CH2:1]([O:8][C:9]1[CH:10]=[C:11]([CH:27]=[CH:28][CH:29]=1)[CH2:12][N:13]([C:19]1[CH:24]=[CH:23][C:22]([C:25]#[N:26])=[CH:21][CH:20]=1)[N:14]1[CH:18]=[N:17][N:16]=[CH:15]1)[C:2]1[CH:7]=[CH:6][CH:5]=[CH:4][CH:3]=1.[H-].[Na+].C(C1C=CC(NN2C=NN=C2)=CC=1)#N.CN([CH:49]=[O:50])C. No catalyst specified. The product is [CH2:1]([O:8][C:9]1[CH:10]=[C:11]([CH:27]=[CH:28][C:29]=1[O:50][CH3:49])[CH2:12][N:13]([C:19]1[CH:20]=[CH:21][C:22]([C:25]#[N:26])=[CH:23][CH:24]=1)[N:14]1[CH:15]=[N:16][N:17]=[CH:18]1)[C:2]1[CH:3]=[CH:4][CH:5]=[CH:6][CH:7]=1. The yield is 0.440.